This data is from Full USPTO retrosynthesis dataset with 1.9M reactions from patents (1976-2016). The task is: Predict the reactants needed to synthesize the given product. (1) Given the product [Cl:39][C:40]1[CH:41]=[CH:42][C:43]([O:49][CH3:50])=[C:44]([CH:48]=1)[C:45]([NH:1][C:2]1[C:3]([C:16]2[N:17]([CH2:30][C:31]3[CH:32]=[CH:33][C:34]([O:37][CH3:38])=[CH:35][CH:36]=3)[C:18](=[O:29])[N:19]([CH2:21][CH2:22][N:23]3[CH2:28][CH2:27][O:26][CH2:25][CH2:24]3)[N:20]=2)=[N:4][N:5]([CH2:7][C:8]2[CH:13]=[CH:12][C:11]([O:14][CH3:15])=[CH:10][CH:9]=2)[CH:6]=1)=[O:46], predict the reactants needed to synthesize it. The reactants are: [NH2:1][C:2]1[C:3]([C:16]2[N:17]([CH2:30][C:31]3[CH:36]=[CH:35][C:34]([O:37][CH3:38])=[CH:33][CH:32]=3)[C:18](=[O:29])[N:19]([CH2:21][CH2:22][N:23]3[CH2:28][CH2:27][O:26][CH2:25][CH2:24]3)[N:20]=2)=[N:4][N:5]([CH2:7][C:8]2[CH:13]=[CH:12][C:11]([O:14][CH3:15])=[CH:10][CH:9]=2)[CH:6]=1.[Cl:39][C:40]1[CH:41]=[CH:42][C:43]([O:49][CH3:50])=[C:44]([CH:48]=1)[C:45](O)=[O:46].C(Cl)CCl.C1C=CC2N(O)N=NC=2C=1.C([O-])(O)=O.[Na+]. (2) Given the product [C:1]1([CH3:21])[CH:2]=[CH:3][C:4]([S:7]([N:10]2[C:14]3=[N:15][CH:16]=[CH:17][CH:18]=[C:13]3[C:12]([CH2:19][OH:20])=[CH:11]2)(=[O:9])=[O:8])=[CH:5][CH:6]=1, predict the reactants needed to synthesize it. The reactants are: [C:1]1([CH3:21])[CH:6]=[CH:5][C:4]([S:7]([N:10]2[C:14]3=[N:15][CH:16]=[CH:17][CH:18]=[C:13]3[C:12]([CH:19]=[O:20])=[CH:11]2)(=[O:9])=[O:8])=[CH:3][CH:2]=1.B.C1COCC1. (3) Given the product [Br:1][C:2]1[CH:6]=[C:5]([Br:7])[S:4][C:3]=1[CH:8]1[O:12][CH2:11][CH2:10][O:9]1, predict the reactants needed to synthesize it. The reactants are: [Br:1][C:2]1[CH:6]=[C:5]([Br:7])[S:4][C:3]=1[CH:8]=[O:9].[CH2:10](O)[CH2:11][OH:12].O.C1(C)C=CC(S(O)(=O)=O)=CC=1. (4) Given the product [Br:1][C:2]1[CH:3]=[CH:4][C:5]([C@H:8]([CH3:12])[C:9]([O:11][C@@H:25]([CH3:27])[C:24]([O:29][CH2:30][CH3:31])=[O:28])=[O:10])=[CH:6][CH:7]=1, predict the reactants needed to synthesize it. The reactants are: [Br:1][C:2]1[CH:7]=[CH:6][C:5]([CH:8]([CH3:12])[C:9]([OH:11])=[O:10])=[CH:4][CH:3]=1.C(Cl)(=O)C(Cl)=O.CN(CC)C.[C:24]([O:29][CH2:30][CH3:31])(=[O:28])[C@H:25]([CH3:27])O. (5) Given the product [CH3:10][O:11][C:12]1[CH:17]=[CH:16][C:15]([S:18][C:2]2[CH:9]=[CH:8][CH:7]=[CH:6][C:3]=2[CH2:4][OH:5])=[CH:14][CH:13]=1, predict the reactants needed to synthesize it. The reactants are: I[C:2]1[CH:9]=[CH:8][CH:7]=[CH:6][C:3]=1[CH2:4][OH:5].[CH3:10][O:11][C:12]1[CH:17]=[CH:16][C:15]([SH:18])=[CH:14][CH:13]=1.C([O-])([O-])=O.[K+].[K+].C(O)CO. (6) Given the product [Cl:1][C:2]1[CH:7]=[C:6]([Cl:8])[CH:5]=[CH:4][C:3]=1[C:9]1[N:10]=[C:11](/[CH:18]=[CH:19]/[C:20]2[CH:21]=[CH:22][C:23]([O:26][CH3:27])=[CH:24][CH:25]=2)[N:12]([CH2:14][C:15]([NH:35][CH2:34][CH2:33][C:32]2[CH:36]=[CH:37][CH:38]=[C:30]([O:29][CH3:28])[CH:31]=2)=[O:17])[CH:13]=1, predict the reactants needed to synthesize it. The reactants are: [Cl:1][C:2]1[CH:7]=[C:6]([Cl:8])[CH:5]=[CH:4][C:3]=1[C:9]1[N:10]=[C:11](/[CH:18]=[CH:19]/[C:20]2[CH:25]=[CH:24][C:23]([O:26][CH3:27])=[CH:22][CH:21]=2)[N:12]([CH2:14][C:15]([OH:17])=O)[CH:13]=1.[CH3:28][O:29][C:30]1[CH:31]=[C:32]([CH:36]=[CH:37][CH:38]=1)[CH2:33][CH2:34][NH2:35]. (7) Given the product [F:18][C:17]1[N:16]([CH3:19])[N:15]=[C:14]([CH3:20])[C:13]=1[C:11]([NH:10][C:5]1[CH:6]=[CH:7][CH:8]=[CH:9][C:4]=1[C:1]([OH:3])([CH3:27])[CH2:2][CH:22]([CH3:23])[CH3:21])=[O:12], predict the reactants needed to synthesize it. The reactants are: [C:1]([C:4]1[CH:9]=[CH:8][CH:7]=[CH:6][C:5]=1[NH:10][C:11]([C:13]1[C:14]([CH3:20])=[N:15][N:16]([CH3:19])[C:17]=1[F:18])=[O:12])(=[O:3])[CH3:2].[CH2:21]([Mg]Cl)[CH:22](C)[CH3:23].[C:27]1(C)C=CC=CC=1.[Cl-].[NH4+]. (8) Given the product [CH2:6]([O:1][C:2]1[CH:11]=[C:10]2[C:5]([CH2:6][CH2:7][C:8](=[O:12])[NH:9]2)=[CH:4][CH:3]=1)[C:5]1[CH:10]=[CH:11][CH:2]=[CH:3][CH:4]=1, predict the reactants needed to synthesize it. The reactants are: [OH:1][C:2]1[CH:11]=[C:10]2[C:5]([CH2:6][CH2:7][C:8](=[O:12])[NH:9]2)=[CH:4][CH:3]=1.C(=O)([O-])[O-].[K+].[K+].